Dataset: Catalyst prediction with 721,799 reactions and 888 catalyst types from USPTO. Task: Predict which catalyst facilitates the given reaction. (1) Reactant: [Cl:1][C:2]1[CH:10]=[C:9]([Cl:11])[CH:8]=[C:7]([O:12][CH3:13])[C:3]=1[CH:4]=[N:5]O. Product: [Cl:1][C:2]1[CH:10]=[C:9]([Cl:11])[CH:8]=[C:7]([O:12][CH3:13])[C:3]=1[CH2:4][NH2:5]. The catalyst class is: 565. (2) Reactant: [CH3:1][C:2]1[CH:7]=[CH:6][CH:5]=[C:4]([CH3:8])[C:3]=1[C:9]1[N:14]=[C:13]([CH2:15]O)[C:12]([F:17])=[CH:11][CH:10]=1.P(Br)(Br)[Br:19]. Product: [Br:19][CH2:15][C:13]1[C:12]([F:17])=[CH:11][CH:10]=[C:9]([C:3]2[C:2]([CH3:1])=[CH:7][CH:6]=[CH:5][C:4]=2[CH3:8])[N:14]=1. The catalyst class is: 1. (3) Reactant: C[Si]([C:5]#[C:6][C:7]1[CH:12]=[CH:11][CH:10]=[CH:9][C:8]=1[CH2:13][C:14]([O:16]C)=O)(C)C.C(Cl)(=O)C(Cl)=O.CN(C=O)C.[Pb](SC#N)[S:30][C:31]#[N:32]. Product: [C:6]([C:7]1[CH:12]=[CH:11][CH:10]=[CH:9][C:8]=1[CH2:13][C:14]([N:32]=[C:31]=[S:30])=[O:16])#[CH:5]. The catalyst class is: 4. (4) Reactant: Cl.CN(C)CCCN=C=NCC.C(N(C(C)C)C(C)C)C.[F:22][C:23]1[CH:31]=[C:30]([F:32])[C:29]([F:33])=[CH:28][C:24]=1[C:25]([OH:27])=O.[CH3:34][CH:35]([S:38]([NH2:41])(=[O:40])=[O:39])[CH2:36][CH3:37]. Product: [CH:35]([S:38]([NH:41][C:25](=[O:27])[C:24]1[CH:28]=[C:29]([F:33])[C:30]([F:32])=[CH:31][C:23]=1[F:22])(=[O:40])=[O:39])([CH2:36][CH3:37])[CH3:34]. The catalyst class is: 143. (5) Reactant: [CH3:1][C:2]1([CH3:12])[C:10]2[C:5](=[CH:6][CH:7]=[CH:8][CH:9]=2)[C:4](=O)[CH2:3]1.[C:13]1([C@H:19]([CH2:21][OH:22])[NH2:20])[CH:18]=[CH:17][CH:16]=[CH:15][CH:14]=1.O.C1(C)C=CC(S(O)(=O)=O)=CC=1.CC(O)=O.[BH4-].[Na+]. Product: [CH3:1][C:2]1([CH3:12])[C:10]2[C:5](=[CH:6][CH:7]=[CH:8][CH:9]=2)[C@@H:4]([NH:20][C@H:19]([C:13]2[CH:18]=[CH:17][CH:16]=[CH:15][CH:14]=2)[CH2:21][OH:22])[CH2:3]1. The catalyst class is: 11. (6) Reactant: [CH3:1][N:2]1[CH2:6][CH2:5][NH:4][C:3]1=[O:7].C(=O)([O-])[O-].[K+].[K+].[Br:14][C:15]1[CH:16]=[C:17]([CH:20]=[CH:21][CH:22]=1)[CH2:18]Br.O. Product: [Br:14][C:15]1[CH:16]=[C:17]([CH:20]=[CH:21][CH:22]=1)[CH2:18][N:4]1[CH2:5][CH2:6][N:2]([CH3:1])[C:3]1=[O:7]. The catalyst class is: 21.